Predict the product of the given reaction. From a dataset of Forward reaction prediction with 1.9M reactions from USPTO patents (1976-2016). Given the reactants [CH3:1][O:2][C:3](=[O:12])[C:4]1[CH:9]=[CH:8][C:7]([OH:10])=[CH:6][C:5]=1[CH3:11].[C:13]([O:17][C:18]([N:20]1[CH2:25][CH2:24][CH:23]([C@H:26]([CH3:34])[CH2:27][CH2:28]OS(C)(=O)=O)[CH2:22][CH2:21]1)=[O:19])([CH3:16])([CH3:15])[CH3:14], predict the reaction product. The product is: [C:13]([O:17][C:18]([N:20]1[CH2:25][CH2:24][CH:23]([C@H:26]([CH3:34])[CH2:27][CH2:28][O:10][C:7]2[CH:8]=[CH:9][C:4]([C:3]([O:2][CH3:1])=[O:12])=[C:5]([CH3:11])[CH:6]=2)[CH2:22][CH2:21]1)=[O:19])([CH3:16])([CH3:15])[CH3:14].